Task: Predict which catalyst facilitates the given reaction.. Dataset: Catalyst prediction with 721,799 reactions and 888 catalyst types from USPTO (1) Reactant: [CH3:1][C:2]1[N:7]=[C:6]([NH:8][C:9]2[CH:14]=[C:13](B3OC(C)(C)C(C)(C)O3)[CH:12]=[CH:11][N:10]=2)[CH:5]=[CH:4][N:3]=1.Br[C:25]1[CH:26]=[N:27][C:28]([CH3:34])=[C:29]([CH:33]=1)[C:30]([OH:32])=[O:31].C(=O)([O-])[O-].[K+].[K+].O1CCOCC1.O. Product: [CH3:34][C:28]1[N:27]=[CH:26][C:25]([C:13]2[CH:12]=[CH:11][N:10]=[C:9]([NH:8][C:6]3[CH:5]=[CH:4][N:3]=[C:2]([CH3:1])[N:7]=3)[CH:14]=2)=[CH:33][C:29]=1[C:30]([OH:32])=[O:31]. The catalyst class is: 140. (2) Reactant: [CH2:1]([C@H:8]([NH:40]C(=O)OC(C)(C)C)[CH2:9][C@H:10]([OH:39])[C@@H:11]([NH:26][C:27](=[O:38])[C@@H:28]([NH:33][C:34]([O:36][CH3:37])=[O:35])[C:29]([CH3:32])([CH3:31])[CH3:30])[CH2:12][C:13]1[CH:18]=[CH:17][C:16]([C:19]2[CH:24]=[CH:23][C:22]([CH3:25])=[CH:21][N:20]=2)=[CH:15][CH:14]=1)[C:2]1[CH:7]=[CH:6][CH:5]=[CH:4][CH:3]=1.FC(F)(F)C(O)=O. Product: [NH2:40][C@@H:8]([CH2:1][C:2]1[CH:3]=[CH:4][CH:5]=[CH:6][CH:7]=1)[CH2:9][C@H:10]([OH:39])[C@@H:11]([NH:26][C:27]([C@@H:28]([NH:33][C:34](=[O:35])[O:36][CH3:37])[C:29]([CH3:30])([CH3:32])[CH3:31])=[O:38])[CH2:12][C:13]1[CH:18]=[CH:17][C:16]([C:19]2[CH:24]=[CH:23][C:22]([CH3:25])=[CH:21][N:20]=2)=[CH:15][CH:14]=1. The catalyst class is: 4. (3) Reactant: [C:1]1([CH3:9])[CH:6]=[CH:5][C:4]([S:7][CH3:8])=[CH:3][CH:2]=1.[Cl:10]N1C(=O)CCC1=O. Product: [Cl:10][CH2:8][S:7][C:4]1[CH:5]=[CH:6][C:1]([CH3:9])=[CH:2][CH:3]=1. The catalyst class is: 159. (4) Reactant: C(N(CC)CC)C.[Cl:8][C:9]1[CH:17]=[CH:16][C:12]([C:13]([OH:15])=O)=[CH:11][C:10]=1[NH:18][C:19]([C:21]1[C:32](=[O:33])[NH:31][C:24]2[N:25]=[C:26]([O:29][CH3:30])[N:27]=[CH:28][C:23]=2[CH:22]=1)=[O:20].CN(C(ON1N=NC2C=CC=NC1=2)=[N+](C)C)C.F[P-](F)(F)(F)(F)F.[NH2:58][CH2:59][C:60]1[CH:65]=[CH:64][CH:63]=[CH:62][N:61]=1. Product: [Cl:8][C:9]1[CH:17]=[CH:16][C:12]([C:13](=[O:15])[NH:58][CH2:59][C:60]2[CH:65]=[CH:64][CH:63]=[CH:62][N:61]=2)=[CH:11][C:10]=1[NH:18][C:19]([C:21]1[C:32](=[O:33])[NH:31][C:24]2[N:25]=[C:26]([O:29][CH3:30])[N:27]=[CH:28][C:23]=2[CH:22]=1)=[O:20]. The catalyst class is: 3. (5) The catalyst class is: 4. Reactant: [Cl-].[Al+3].[Cl-].[Cl-].[Br:5][CH2:6][CH2:7][CH2:8][CH2:9][CH2:10][CH2:11][CH2:12][C:13](Cl)=[O:14].[Cl:16][C:17]1[CH:22]=[CH:21][CH:20]=[CH:19][CH:18]=1.C(OCC)C. Product: [Br:5][CH2:6][CH2:7][CH2:8][CH2:9][CH2:10][CH2:11][CH2:12][C:13]([C:20]1[CH:21]=[CH:22][C:17]([Cl:16])=[CH:18][CH:19]=1)=[O:14]. (6) Reactant: [CH2:1]([O:3][C:4](=[O:15])[C:5]1[CH:10]=[CH:9][C:8](O)=[N:7][C:6]=1[CH:12]([CH3:14])[CH3:13])[CH3:2].P(Cl)([Cl:25])(OC1C=CC=CC=1)=O.C(=O)(O)[O-].[Na+]. Product: [CH2:1]([O:3][C:4](=[O:15])[C:5]1[CH:10]=[CH:9][C:8]([Cl:25])=[N:7][C:6]=1[CH:12]([CH3:14])[CH3:13])[CH3:2]. The catalyst class is: 13.